Dataset: hERG Central: cardiac toxicity at 1µM, 10µM, and general inhibition. Task: Predict hERG channel inhibition at various concentrations. (1) The drug is O=C1CCCc2c1cc(C(=O)Nc1ccc(Cl)cn1)c(=O)n2-c1ccccc1. Results: hERG_inhib (hERG inhibition (general)): blocker. (2) The drug is C=C(C)CCC(C)N1CCC(n2nccc2NC(=O)CCCc2ccccc2)CC1. Results: hERG_inhib (hERG inhibition (general)): blocker. (3) The drug is CNC(=O)COC(=O)c1ccccc1NC(=O)c1ccco1. Results: hERG_inhib (hERG inhibition (general)): blocker.